This data is from Full USPTO retrosynthesis dataset with 1.9M reactions from patents (1976-2016). The task is: Predict the reactants needed to synthesize the given product. (1) Given the product [CH3:1][O:2][C:3](=[O:12])[CH2:4][C:5]1[CH:6]=[N:7][CH:8]=[C:9]([C:58]2[CH:57]=[CH:56][C:55]([C:52]([CH2:53][CH3:54])([C:70]3[CH:75]=[CH:74][C:73]([OH:76])=[C:72]([CH3:77])[CH:71]=3)[CH2:50][CH3:51])=[CH:60][CH:59]=2)[CH:10]=1, predict the reactants needed to synthesize it. The reactants are: [CH3:1][O:2][C:3](=[O:12])[CH2:4][C:5]1[CH:6]=[N:7][CH:8]=[C:9](Br)[CH:10]=1.C1(P(C2CCCCC2)C2C=CC=CC=2C2C(OC)=CC=CC=2OC)CCCCC1.P([O-])([O-])([O-])=O.[K+].[K+].[K+].[CH2:50]([C:52]([C:70]1[CH:75]=[CH:74][C:73]([OH:76])=[C:72]([CH3:77])[CH:71]=1)([C:55]1[CH:60]=[CH:59][C:58](B2OC(C)(C)C(C)(C)O2)=[CH:57][CH:56]=1)[CH2:53][CH3:54])[CH3:51].[Cl-].[NH4+]. (2) Given the product [Cl:1][C:2]1[CH:10]=[C:9]2[C:5]([C:6]([C:11]([N:13]3[CH2:18][CH2:17][CH:16]([C:19]4[CH:24]=[CH:23][CH:22]=[CH:21][C:20]=4[O:25][CH3:26])[CH2:15][CH2:14]3)=[O:12])=[CH:7][N:8]2[CH2:28][C:29]([NH:31][CH3:32])=[O:30])=[CH:4][CH:3]=1, predict the reactants needed to synthesize it. The reactants are: [Cl:1][C:2]1[CH:10]=[C:9]2[C:5]([C:6]([C:11]([N:13]3[CH2:18][CH2:17][CH:16]([C:19]4[CH:24]=[CH:23][CH:22]=[CH:21][C:20]=4[O:25][CH3:26])[CH2:15][CH2:14]3)=[O:12])=[CH:7][NH:8]2)=[CH:4][CH:3]=1.Cl[CH2:28][C:29]([NH:31][CH3:32])=[O:30].